This data is from Choline transporter screen with 302,306 compounds. The task is: Binary Classification. Given a drug SMILES string, predict its activity (active/inactive) in a high-throughput screening assay against a specified biological target. (1) The drug is O(c1ccc(NC(=O)Nc2ccc(CC(O)=O)cc2)cc1)C. The result is 0 (inactive). (2) The drug is O=C1CC(Cc2n(c(=O)c(cc12)C(=O)NCc1occc1)c1ccc(cc1)C)(C)C. The result is 0 (inactive). (3) The compound is s1c2n(c(c1)C)c(=O)c(C(=O)Nc1c(SC)cccc1)cn2. The result is 0 (inactive). (4) The drug is S(=O)(=O)(CCSc1n(c2cc3OCCOc3cc2)c(=O)[nH]n1)c1ccc(cc1)C. The result is 0 (inactive). (5) The drug is Clc1cc(NC(=O)CNC(=O)Cn2c(=O)c3c(cc2)cccc3)c(OC)cc1OC. The result is 0 (inactive). (6) The molecule is N1(CCN=C1Nc1ccccc1)CC. The result is 0 (inactive). (7) The drug is S(CC(=O)Nc1cc2[nH]c(=O)[nH]c2cc1)c1scnn1. The result is 0 (inactive).